This data is from Reaction yield outcomes from USPTO patents with 853,638 reactions. The task is: Predict the reaction yield, written as a fraction of the theoretical maximum amount of product (1.0 means a 100% yield; for example, 0.34 means a 34% yield). (1) The reactants are [CH2:1]([N:4]([CH2:8][CH2:9][CH:10]=O)[C:5](=[O:7])[CH3:6])[CH:2]=[CH2:3].[O-]S([O-])(=O)=O.[Mg+2].[Cl:18][C:19]1[CH:32]=[CH:31][C:22]([O:23][C:24]2[CH:29]=[CH:28][CH:27]=[CH:26][C:25]=2[NH2:30])=[CH:21][CH:20]=1.B(F)(F)F.CCOCC.[CH2:42]([Mg]Br)[CH:43]=[CH2:44]. The catalyst is C(Cl)Cl. The product is [Cl:18][C:19]1[CH:32]=[CH:31][C:22]([O:23][C:24]2[CH:29]=[CH:28][CH:27]=[CH:26][C:25]=2[NH:30][CH:10]([CH2:44][CH:43]=[CH2:42])[CH2:9][CH2:8][N:4]([CH2:1][CH:2]=[CH2:3])[C:5](=[O:7])[CH3:6])=[CH:21][CH:20]=1. The yield is 0.0800. (2) The yield is 0.280. The reactants are [C:1]([C:3]1[CH:8]=[CH:7][C:6]([S:9]([C:12]2[CH:17]=[CH:16][CH:15]=[CH:14][CH:13]=2)(=[O:11])=[O:10])=[CH:5][CH:4]=1)#[CH:2].I[C:19]1[CH:24]=[CH:23][CH:22]=[CH:21][CH:20]=1.C(N(CC)CC)C.O. The product is [C:19]1([C:2]#[C:1][C:3]2[CH:4]=[CH:5][C:6]([S:9]([C:12]3[CH:17]=[CH:16][CH:15]=[CH:14][CH:13]=3)(=[O:10])=[O:11])=[CH:7][CH:8]=2)[CH:24]=[CH:23][CH:22]=[CH:21][CH:20]=1. The catalyst is C1(C)C=CC=CC=1.[Cu]I.Cl[Pd](Cl)([P](C1C=CC=CC=1)(C1C=CC=CC=1)C1C=CC=CC=1)[P](C1C=CC=CC=1)(C1C=CC=CC=1)C1C=CC=CC=1. (3) The reactants are Cl.[Cl:2][C:3]1[CH:8]=[CH:7][C:6]([C:9]([CH:11]2[CH2:16][CH2:15][NH:14][CH2:13][CH2:12]2)=[O:10])=[CH:5][CH:4]=1.C(N(CC)CC)C.Cl[C:25]([O:27][CH2:28][C:29]1[CH:34]=[CH:33][CH:32]=[CH:31][CH:30]=1)=[O:26]. The catalyst is C(Cl)Cl. The product is [CH2:28]([O:27][C:25]([N:14]1[CH2:15][CH2:16][CH:11]([C:9](=[O:10])[C:6]2[CH:7]=[CH:8][C:3]([Cl:2])=[CH:4][CH:5]=2)[CH2:12][CH2:13]1)=[O:26])[C:29]1[CH:34]=[CH:33][CH:32]=[CH:31][CH:30]=1. The yield is 1.00.